From a dataset of Forward reaction prediction with 1.9M reactions from USPTO patents (1976-2016). Predict the product of the given reaction. (1) Given the reactants [H-].[Na+].[CH2:3]([N:10]1[C:14]2[CH:15]=[CH:16][C:17]3[N:18]([C:19]([CH3:22])=[N:20][N:21]=3)[C:13]=2[CH:12]=[C:11]1[C:23]1[NH:27][N:26]=[CH:25][CH:24]=1)[C:4]1[CH:9]=[CH:8][CH:7]=[CH:6][CH:5]=1.I[CH2:29][CH3:30], predict the reaction product. The product is: [CH2:3]([N:10]1[C:14]2[CH:15]=[CH:16][C:17]3[N:18]([C:19]([CH3:22])=[N:20][N:21]=3)[C:13]=2[CH:12]=[C:11]1[C:23]1[CH:24]=[CH:25][N:26]([CH2:29][CH3:30])[N:27]=1)[C:4]1[CH:5]=[CH:6][CH:7]=[CH:8][CH:9]=1. (2) Given the reactants [OH:1][C:2]1[CH:11]=[C:10]2[C:5]([CH:6]=[CH:7][C:8]([CH3:12])=[N:9]2)=[CH:4][CH:3]=1.C1C(=O)N([Cl:20])C(=O)C1, predict the reaction product. The product is: [Cl:20][C:11]1[C:2]([OH:1])=[CH:3][CH:4]=[C:5]2[C:10]=1[N:9]=[C:8]([CH3:12])[CH:7]=[CH:6]2. (3) Given the reactants C(N(C(C)C)CC)(C)C.CCN=C=NCCCN(C)C.[CH3:21][O:22][C:23](=[O:45])[CH2:24][CH:25]1[C:31]2[CH:32]=[CH:33][CH:34]=[CH:35][C:30]=2[C:29](=[O:36])[N:28]([CH3:37])[C:27]2[CH:38]=[C:39]([C:42](O)=[O:43])[CH:40]=[CH:41][C:26]1=2.[N:46]1[CH:51]=[CH:50][CH:49]=[CH:48][C:47]=1[NH:52][CH2:53][CH2:54][CH2:55][NH2:56], predict the reaction product. The product is: [CH3:37][N:28]1[C:29](=[O:36])[C:30]2[CH:35]=[CH:34][CH:33]=[CH:32][C:31]=2[CH:25]([CH2:24][C:23]([O:22][CH3:21])=[O:45])[C:26]2[CH:41]=[CH:40][C:39]([C:42]([NH:56][CH2:55][CH2:54][CH2:53][NH:52][C:47]3[CH:48]=[CH:49][CH:50]=[CH:51][N:46]=3)=[O:43])=[CH:38][C:27]1=2. (4) Given the reactants C(OC(=O)[NH:10][C:11]1[CH:16]=[CH:15][C:14]([CH:17]=[CH:18][C:19]([F:22])([F:21])[F:20])=[C:13]([C:23]([F:26])([F:25])[F:24])[CH:12]=1)C1C=CC=CC=1, predict the reaction product. The product is: [F:24][C:23]([F:25])([F:26])[C:13]1[CH:12]=[C:11]([CH:16]=[CH:15][C:14]=1[CH2:17][CH2:18][C:19]([F:22])([F:21])[F:20])[NH2:10]. (5) Given the reactants [C:1]([O:5][C:6]([N:8]1[CH2:13][CH2:12][CH2:11][CH:10]([C:14]2[S:15][C:16]([C:32](O)=[O:33])=[C:17]([C:19]3[CH:24]=[CH:23][C:22]([O:25][C:26]4[CH:31]=[CH:30][CH:29]=[CH:28][CH:27]=4)=[CH:21][CH:20]=3)[N:18]=2)[CH2:9]1)=[O:7])([CH3:4])([CH3:3])[CH3:2].C[N:36](C(ON1N=NC2C=CC=NC1=2)=[N+](C)C)C.F[P-](F)(F)(F)(F)F.CCN(C(C)C)C(C)C, predict the reaction product. The product is: [C:32]([C:16]1[S:15][C:14]([CH:10]2[CH2:11][CH2:12][CH2:13][N:8]([C:6]([O:5][C:1]([CH3:2])([CH3:3])[CH3:4])=[O:7])[CH2:9]2)=[N:18][C:17]=1[C:19]1[CH:24]=[CH:23][C:22]([O:25][C:26]2[CH:27]=[CH:28][CH:29]=[CH:30][CH:31]=2)=[CH:21][CH:20]=1)(=[O:33])[NH2:36]. (6) Given the reactants [Si:1]([O:8][CH2:9][C@@H:10]([NH:12][C:13]([C:15]1[N:16]=[C:17]([N:20]2[CH2:23][CH:22](OS(C)(=O)=O)[CH2:21]2)[S:18][CH:19]=1)=[O:14])[CH3:11])([C:4]([CH3:7])([CH3:6])[CH3:5])([CH3:3])[CH3:2].[C:29]([O-:32])(=[S:31])[CH3:30].[K+], predict the reaction product. The product is: [C:29]([S:31][CH:22]1[CH2:21][N:20]([C:17]2[S:18][CH:19]=[C:15]([C:13](=[O:14])[NH:12][C@@H:10]([CH3:11])[CH2:9][O:8][Si:1]([C:4]([CH3:5])([CH3:7])[CH3:6])([CH3:2])[CH3:3])[N:16]=2)[CH2:23]1)(=[O:32])[CH3:30].